From a dataset of Full USPTO retrosynthesis dataset with 1.9M reactions from patents (1976-2016). Predict the reactants needed to synthesize the given product. (1) Given the product [CH2:1]([O:3][C:4](=[O:15])[C:5]([CH3:7])([C:8]1[CH:13]=[CH:12][C:11]([B:16]2[O:20][C:19]([CH3:22])([CH3:21])[C:18]([CH3:24])([CH3:23])[O:17]2)=[CH:10][CH:9]=1)[CH3:6])[CH3:2], predict the reactants needed to synthesize it. The reactants are: [CH2:1]([O:3][C:4](=[O:15])[C:5]([C:8]1[CH:13]=[CH:12][C:11](Br)=[CH:10][CH:9]=1)([CH3:7])[CH3:6])[CH3:2].[B:16]1([B:16]2[O:20][C:19]([CH3:22])([CH3:21])[C:18]([CH3:24])([CH3:23])[O:17]2)[O:20][C:19]([CH3:22])([CH3:21])[C:18]([CH3:24])([CH3:23])[O:17]1. (2) Given the product [CH3:2][N:3]([CH:6]=[O:17])[CH3:4].[CH3:1][N:20]([CH3:21])[CH:18]=[O:19], predict the reactants needed to synthesize it. The reactants are: [CH3:1][CH2:2][N:3]([CH2:6]C)[CH2:4]C.[CH2:2]([N:3]([CH2:6]C)[CH2:4]C)[CH3:1].CC[O:17][C:18]([NH:20][C:21]1C=CC(NCC2C=CC(F)=CC=2)=CC=1N)=[O:19]. (3) Given the product [Si:11]([C:2]1[CH:9]=[CH:8][C:5]([CH:6]=[O:7])=[CH:4][CH:3]=1)([C:23]([CH3:22])([CH3:18])[CH3:24])([CH3:13])[CH3:12], predict the reactants needed to synthesize it. The reactants are: O[C:2]1[CH:9]=[CH:8][C:5]([CH:6]=[O:7])=[CH:4][CH:3]=1.Cl[Si:11](C)([CH3:13])[CH3:12].CN([C:18]1[CH:23]=[CH:22]C=CN=1)C.[CH2:24](N(CC)CC)C. (4) The reactants are: [OH:1][C@:2]1([C:35]2[CH:43]=[CH:42][C:38]([C:39](O)=[O:40])=[CH:37][C:36]=2[CH2:44][CH2:45][O:46][CH3:47])[CH2:7][CH2:6][N:5]([S:8]([C:11]2[CH:16]=[CH:15][C:14]([CH3:17])=[CH:13][CH:12]=2)(=[O:10])=[O:9])[CH2:4][C@@H:3]1[O:18][CH2:19][C:20]1[CH:21]=[CH:22][C:23]2[O:28][CH2:27][CH2:26][N:25]([CH2:29][CH2:30][CH2:31][O:32][CH3:33])[C:24]=2[CH:34]=1.B.C1COCC1.CO. Given the product [OH:40][CH2:39][C:38]1[CH:42]=[CH:43][C:35]([C@@:2]2([OH:1])[CH2:7][CH2:6][N:5]([S:8]([C:11]3[CH:16]=[CH:15][C:14]([CH3:17])=[CH:13][CH:12]=3)(=[O:10])=[O:9])[CH2:4][C@@H:3]2[O:18][CH2:19][C:20]2[CH:21]=[CH:22][C:23]3[O:28][CH2:27][CH2:26][N:25]([CH2:29][CH2:30][CH2:31][O:32][CH3:33])[C:24]=3[CH:34]=2)=[C:36]([CH2:44][CH2:45][O:46][CH3:47])[CH:37]=1, predict the reactants needed to synthesize it. (5) The reactants are: [F:1][C:2]1[CH:15]=[CH:14][C:5]([C:6]([CH:8]2[CH2:13][CH2:12][NH:11][CH2:10][CH2:9]2)=[O:7])=[CH:4][CH:3]=1.[CH2:16]1[O:24][CH:17]1[C:18]1[CH:23]=[CH:22][CH:21]=[CH:20][CH:19]=1.[C:25]([N:32]1C=CN=C1)(N1C=CN=C1)=[O:26].[OH-].[NH4+]. Given the product [F:1][C:2]1[CH:3]=[CH:4][C:5]([C:6]([CH:8]2[CH2:13][CH2:12][N:11]([CH2:16][CH:17]([O:24][C:25](=[O:26])[NH2:32])[C:18]3[CH:23]=[CH:22][CH:21]=[CH:20][CH:19]=3)[CH2:10][CH2:9]2)=[O:7])=[CH:14][CH:15]=1, predict the reactants needed to synthesize it.